This data is from Forward reaction prediction with 1.9M reactions from USPTO patents (1976-2016). The task is: Predict the product of the given reaction. The product is: [OH:4][CH:1]1[O:5][CH2:16][CH2:15][N:14]([CH2:13][C:12]2[CH:18]=[CH:19][C:9]([N+:6]([O-:8])=[O:7])=[CH:10][CH:11]=2)[C:2]1=[O:3]. Given the reactants [C:1]([OH:5])(=[O:4])[CH:2]=[O:3].[N+:6]([C:9]1[CH:19]=[CH:18][C:12]([CH2:13][NH:14][CH2:15][CH2:16]O)=[CH:11][CH:10]=1)([O-:8])=[O:7].O, predict the reaction product.